Dataset: Full USPTO retrosynthesis dataset with 1.9M reactions from patents (1976-2016). Task: Predict the reactants needed to synthesize the given product. (1) Given the product [F:30][C:31]1[CH:37]=[CH:36][C:34]([NH:35][C:2]2[CH:7]=[CH:6][C:5]([C:8]([C:10]3[CH:15]=[C:14]([O:16][CH2:17][C:18]4[CH:23]=[CH:22][C:21]([O:24][CH3:25])=[CH:20][CH:19]=4)[CH:13]=[CH:12][C:11]=3[CH3:26])=[O:9])=[C:4]([N+:27]([O-:29])=[O:28])[CH:3]=2)=[C:33]([CH3:38])[CH:32]=1, predict the reactants needed to synthesize it. The reactants are: Br[C:2]1[CH:7]=[CH:6][C:5]([C:8]([C:10]2[CH:15]=[C:14]([O:16][CH2:17][C:18]3[CH:23]=[CH:22][C:21]([O:24][CH3:25])=[CH:20][CH:19]=3)[CH:13]=[CH:12][C:11]=2[CH3:26])=[O:9])=[C:4]([N+:27]([O-:29])=[O:28])[CH:3]=1.[F:30][C:31]1[CH:37]=[CH:36][C:34]([NH2:35])=[C:33]([CH3:38])[CH:32]=1.C([O-])([O-])=O.[Cs+].[Cs+].C1C=CC(P(C2C(C3C(P(C4C=CC=CC=4)C4C=CC=CC=4)=CC=C4C=3C=CC=C4)=C3C(C=CC=C3)=CC=2)C2C=CC=CC=2)=CC=1. (2) Given the product [Cl:1][C:2]1[CH:3]=[C:4]([C:8]2[N:12]=[C:11]3[NH:13][C:26]([C:22]4[CH:21]=[C:20]5[C:25](=[CH:24][CH:23]=4)[NH:17][N:18]=[CH:19]5)=[CH:27][C:28](=[O:29])[N:10]3[N:9]=2)[CH:5]=[CH:6][CH:7]=1, predict the reactants needed to synthesize it. The reactants are: [Cl:1][C:2]1[CH:3]=[C:4]([C:8]2[N:12]=[C:11]([NH2:13])[NH:10][N:9]=2)[CH:5]=[CH:6][CH:7]=1.C([N:17]1[C:25]2[C:20](=[CH:21][C:22]([C:26](=O)[CH2:27][C:28](OCC)=[O:29])=[CH:23][CH:24]=2)[CH:19]=[N:18]1)(=O)C.CC1C=CC(S(O)(=O)=O)=CC=1. (3) Given the product [Cl:1][C:2]1[C:10]([F:11])=[C:9]2[C:5]([C:6]([S:27][C:28]3[C:29]([F:39])=[C:30]([CH:36]=[CH:37][CH:38]=3)[C:31]([O-:33])=[O:32])=[C:7]([CH:24]3[CH2:25][CH2:26]3)[N:8]2[CH2:12][C:13]([N:15]2[C:23]3[C:18](=[CH:19][CH:20]=[CH:21][CH:22]=3)[CH2:17][CH2:16]2)=[O:14])=[CH:4][CH:3]=1.[Na+:41], predict the reactants needed to synthesize it. The reactants are: [Cl:1][C:2]1[C:10]([F:11])=[C:9]2[C:5]([C:6]([S:27][C:28]3[C:29]([F:39])=[C:30]([CH:36]=[CH:37][CH:38]=3)[C:31]([O:33]CC)=[O:32])=[C:7]([CH:24]3[CH2:26][CH2:25]3)[N:8]2[CH2:12][C:13]([N:15]2[C:23]3[C:18](=[CH:19][CH:20]=[CH:21][CH:22]=3)[CH2:17][CH2:16]2)=[O:14])=[CH:4][CH:3]=1.[OH-].[Na+:41]. (4) Given the product [CH3:9][C:4]1([CH3:8])[CH2:5][CH2:6][CH2:7][C:2]([N:1]2[CH2:20][CH2:19][O:18][CH2:17][CH2:16]2)([C:10]([O:12][CH2:13][CH3:14])=[O:11])[CH2:3]1, predict the reactants needed to synthesize it. The reactants are: [NH2:1][C:2]1([C:10]([O:12][CH2:13][CH3:14])=[O:11])[CH2:7][CH2:6][CH2:5][C:4]([CH3:9])([CH3:8])[CH2:3]1.Br[CH2:16][CH2:17][O:18][CH2:19][CH2:20]Br.C([O-])([O-])=O.[K+].[K+]. (5) Given the product [C:1]1([S:7]([N:10]2[C:14]3=[N:15][CH:16]=[C:17]([C:24]#[C:23][CH2:22][O:21][CH3:20])[CH:18]=[C:13]3[CH:12]=[CH:11]2)(=[O:9])=[O:8])[CH:6]=[CH:5][CH:4]=[CH:3][CH:2]=1, predict the reactants needed to synthesize it. The reactants are: [C:1]1([S:7]([N:10]2[C:14]3=[N:15][CH:16]=[C:17](Br)[CH:18]=[C:13]3[CH:12]=[CH:11]2)(=[O:9])=[O:8])[CH:6]=[CH:5][CH:4]=[CH:3][CH:2]=1.[CH3:20][O:21][CH2:22][C:23]#[CH:24].C(N(CC)CC)C. (6) Given the product [ClH:32].[C:21]1([C@H:19]([NH:18][CH:15]2[CH2:16][CH2:17][CH:13]([C:9]3[CH:8]=[C:7]([CH2:6][CH2:5][C:4]([OH:31])=[O:3])[CH:12]=[CH:11][CH:10]=3)[CH2:14]2)[CH3:20])[C:30]2[C:25](=[CH:26][CH:27]=[CH:28][CH:29]=2)[CH:24]=[CH:23][CH:22]=1, predict the reactants needed to synthesize it. The reactants are: C([O:3][C:4](=[O:31])[CH2:5][CH2:6][C:7]1[CH:12]=[CH:11][CH:10]=[C:9]([CH:13]2[CH2:17][CH2:16][CH:15]([NH:18][CH:19]([C:21]3[C:30]4[C:25](=[CH:26][CH:27]=[CH:28][CH:29]=4)[CH:24]=[CH:23][CH:22]=3)[CH3:20])[CH2:14]2)[CH:8]=1)C.[ClH:32]. (7) Given the product [Cl:39][C:34]1[CH:33]=[C:32]([C:27]2[CH:28]=[CH:29][C:30]([OH:31])=[C:25]([C:23]([NH:22][C@@H:4]([CH2:5][C:6]3[CH:11]=[CH:10][C:9]([C:12]4[CH:17]=[CH:16][CH:15]=[C:14]([C:18]([F:21])([F:19])[F:20])[CH:13]=4)=[CH:8][CH:7]=3)[C:3]([OH:40])=[O:2])=[O:24])[CH:26]=2)[CH:37]=[CH:36][C:35]=1[F:38], predict the reactants needed to synthesize it. The reactants are: C[O:2][C:3](=[O:40])[C@@H:4]([NH:22][C:23]([C:25]1[CH:26]=[C:27]([C:32]2[CH:37]=[CH:36][C:35]([F:38])=[C:34]([Cl:39])[CH:33]=2)[CH:28]=[CH:29][C:30]=1[OH:31])=[O:24])[CH2:5][C:6]1[CH:11]=[CH:10][C:9]([C:12]2[CH:17]=[CH:16][CH:15]=[C:14]([C:18]([F:21])([F:20])[F:19])[CH:13]=2)=[CH:8][CH:7]=1.[Li+].[OH-].C(OCC)(=O)C.Cl. (8) Given the product [Br:22][C:18]1[C:4]2[C:5](=[N:6][C:7]([O:8][CH2:9][C:10]3[CH:15]=[CH:14][CH:13]=[CH:12][N:11]=3)=[C:2]([F:1])[CH:3]=2)[N:16]([CH3:19])[CH:17]=1, predict the reactants needed to synthesize it. The reactants are: [F:1][C:2]1[CH:3]=[C:4]2[CH:18]=[CH:17][N:16]([CH3:19])[C:5]2=[N:6][C:7]=1[O:8][CH2:9][C:10]1[CH:15]=[CH:14][CH:13]=[CH:12][N:11]=1.[OH-].[Na+].[Br:22]N1C(=O)CCC1=O.